This data is from Peptide-MHC class I binding affinity with 185,985 pairs from IEDB/IMGT. The task is: Regression. Given a peptide amino acid sequence and an MHC pseudo amino acid sequence, predict their binding affinity value. This is MHC class I binding data. (1) The peptide sequence is LPGPDTRHL. The MHC is HLA-B44:03 with pseudo-sequence HLA-B44:03. The binding affinity (normalized) is 0. (2) The peptide sequence is TRAVGKPLL. The MHC is HLA-A69:01 with pseudo-sequence HLA-A69:01. The binding affinity (normalized) is 0.0847. (3) The peptide sequence is EVMPVSMAK. The MHC is HLA-A03:01 with pseudo-sequence HLA-A03:01. The binding affinity (normalized) is 0.538.